This data is from Catalyst prediction with 721,799 reactions and 888 catalyst types from USPTO. The task is: Predict which catalyst facilitates the given reaction. (1) Reactant: [NH2:1][C:2]1[C:11]([N+:12]([O-])=O)=[CH:10][C:9]([Br:15])=[C:8]([O:16][CH3:17])[C:3]=1[C:4]([O:6][CH3:7])=[O:5].O.O.[Sn](Cl)Cl.O.C(=O)(O)[O-].[Na+]. Product: [NH2:1][C:2]1[C:11]([NH2:12])=[CH:10][C:9]([Br:15])=[C:8]([O:16][CH3:17])[C:3]=1[C:4]([O:6][CH3:7])=[O:5]. The catalyst class is: 8. (2) Reactant: [C:1]([C:3]1[CH:4]=[C:5]([C:16]2[CH:21]=[CH:20][N:19]=[C:18]([NH:22][C:23]3[CH:28]=[CH:27][C:26]([NH:29]C(=O)OC(C)(C)C)=[CH:25][CH:24]=3)[N:17]=2)[CH:6]=[CH:7][C:8]=1[O:9][CH:10]1[CH2:15][CH2:14][O:13][CH2:12][CH2:11]1)#[N:2].C(O)(C(F)(F)F)=O. Product: [NH2:29][C:26]1[CH:25]=[CH:24][C:23]([NH:22][C:18]2[N:17]=[C:16]([C:5]3[CH:6]=[CH:7][C:8]([O:9][CH:10]4[CH2:15][CH2:14][O:13][CH2:12][CH2:11]4)=[C:3]([CH:4]=3)[C:1]#[N:2])[CH:21]=[CH:20][N:19]=2)=[CH:28][CH:27]=1. The catalyst class is: 2. (3) Reactant: [C:1]([N:9]=[C:10]1[N:14]([CH2:15][C:16]([O:18]CC)=[O:17])[C:13]2[CH:21]=[CH:22][CH:23]=[CH:24][C:12]=2[S:11]1)(=[O:8])[C:2]1[CH:7]=[CH:6][CH:5]=[CH:4][CH:3]=1.[OH-].[Na+]. Product: [C:1]([N:9]=[C:10]1[N:14]([CH2:15][C:16]([OH:18])=[O:17])[C:13]2[CH:21]=[CH:22][CH:23]=[CH:24][C:12]=2[S:11]1)(=[O:8])[C:2]1[CH:3]=[CH:4][CH:5]=[CH:6][CH:7]=1. The catalyst class is: 5. (4) Reactant: [NH2:1][C:2]1[CH:22]=[CH:21][C:5]([O:6][C:7]2[CH:8]=[C:9]([CH:14]=[C:15]([O:17][CH:18]([CH3:20])[CH3:19])[CH:16]=2)[C:10]([O:12][CH3:13])=[O:11])=[CH:4][CH:3]=1.[C:23]([O:27][C:28](O[C:28]([O:27][C:23]([CH3:26])([CH3:25])[CH3:24])=[O:29])=[O:29])([CH3:26])([CH3:25])[CH3:24].C(N(CC)CC)C.CN(C=O)C. Product: [C:23]([O:27][C:28]([NH:1][C:2]1[CH:3]=[CH:4][C:5]([O:6][C:7]2[CH:8]=[C:9]([CH:14]=[C:15]([O:17][CH:18]([CH3:20])[CH3:19])[CH:16]=2)[C:10]([O:12][CH3:13])=[O:11])=[CH:21][CH:22]=1)=[O:29])([CH3:26])([CH3:25])[CH3:24]. The catalyst class is: 6.